Dataset: Full USPTO retrosynthesis dataset with 1.9M reactions from patents (1976-2016). Task: Predict the reactants needed to synthesize the given product. (1) Given the product [CH3:1][O:2][C:3]1[CH:4]=[CH:5][C:6]([CH2:7][N:8]2[C:13]3[N:14]=[CH:15][C:16]([CH2:18][N:19]4[CH2:24][CH2:23][N:22]([S:32]([CH3:31])(=[O:34])=[O:33])[CH2:21][CH2:20]4)=[CH:17][C:12]=3[C:11]3=[N:25][CH:26]=[N:27][N:10]3[C:9]2=[O:28])=[CH:29][CH:30]=1, predict the reactants needed to synthesize it. The reactants are: [CH3:1][O:2][C:3]1[CH:30]=[CH:29][C:6]([CH2:7][N:8]2[C:13]3[N:14]=[CH:15][C:16]([CH2:18][N:19]4[CH2:24][CH2:23][NH:22][CH2:21][CH2:20]4)=[CH:17][C:12]=3[C:11]3=[N:25][CH:26]=[N:27][N:10]3[C:9]2=[O:28])=[CH:5][CH:4]=1.[CH3:31][S:32](Cl)(=[O:34])=[O:33]. (2) Given the product [NH2:17][C:16]1[N:15]=[CH:14][N:13]=[C:12]2[N:8]([C:4]3[CH:3]=[C:2]([NH:1][S:25]([C:22]4[CH:23]=[CH:24][C:19]([Cl:18])=[CH:20][CH:21]=4)(=[O:27])=[O:26])[CH:7]=[CH:6][CH:5]=3)[N:9]=[CH:10][C:11]=12, predict the reactants needed to synthesize it. The reactants are: [NH2:1][C:2]1[CH:3]=[C:4]([N:8]2[C:12]3=[N:13][CH:14]=[N:15][C:16]([NH2:17])=[C:11]3[CH:10]=[N:9]2)[CH:5]=[CH:6][CH:7]=1.[Cl:18][C:19]1[CH:24]=[CH:23][C:22]([S:25](Cl)(=[O:27])=[O:26])=[CH:21][CH:20]=1.C(N(C(C)C)CC)(C)C.CN(C=O)C.